Dataset: Forward reaction prediction with 1.9M reactions from USPTO patents (1976-2016). Task: Predict the product of the given reaction. (1) Given the reactants [C:1]([O-:5])(=[O:4])[CH:2]=[CH2:3].C[CH:7]([CH2:10][CH2:11][CH2:12]N)[CH2:8][NH2:9], predict the reaction product. The product is: [NH2:9][CH2:8][CH2:7][CH2:3][CH2:2][CH2:1][OH:5].[C:1]([O:5][CH2:7][CH2:10][CH2:11][CH2:12][O:5][C:1](=[O:4])[CH:2]=[CH2:3])(=[O:4])[CH:2]=[CH2:3]. (2) Given the reactants O[NH:2][C:3](=[NH:14])[C:4]1[CH:9]=[CH:8][C:7]([C:10]([F:13])([F:12])[F:11])=[CH:6][CH:5]=1.[C:15]([C:17]([O:19][CH2:20][CH3:21])=[O:18])#[CH:16].CCCCCC, predict the reaction product. The product is: [CH2:20]([O:19][C:17]([C:15]1[N:2]=[C:3]([C:4]2[CH:9]=[CH:8][C:7]([C:10]([F:13])([F:12])[F:11])=[CH:6][CH:5]=2)[NH:14][CH:16]=1)=[O:18])[CH3:21]. (3) Given the reactants [F:1][C:2]1[CH:3]=[CH:4][C:5]([C:11]([F:14])([F:13])[F:12])=[C:6]([CH:10]=1)[C:7](Cl)=[O:8].[N:15]1([C:21]2[N:22]=[N:23][CH:24]=[CH:25][N:26]=2)[CH2:20][CH2:19][NH:18][CH2:17][CH2:16]1, predict the reaction product. The product is: [F:1][C:2]1[CH:3]=[CH:4][C:5]([C:11]([F:14])([F:13])[F:12])=[C:6]([C:7]([N:18]2[CH2:17][CH2:16][N:15]([C:21]3[N:22]=[N:23][CH:24]=[CH:25][N:26]=3)[CH2:20][CH2:19]2)=[O:8])[CH:10]=1.[N:23]1[CH:24]=[CH:25][N:26]=[C:21]([N:15]2[CH2:16][CH2:17][N:18]([C:7]([C:6]3[CH:10]=[CH:2][CH:3]=[CH:4][C:5]=3[C:11]([F:14])([F:13])[F:12])=[O:8])[CH2:19][CH2:20]2)[N:22]=1. (4) Given the reactants [Si:1]([O:8][CH2:9][CH2:10][NH:11][C:12]1[CH:17]=[CH:16][C:15]([NH2:18])=[CH:14][CH:13]=1)([C:4]([CH3:7])([CH3:6])[CH3:5])([CH3:3])[CH3:2].O=C1[N:25]2[CH:26]=[N:27][C:28]([C:29]([O:31][C:32]3[CH:37]=[CH:36][CH:35]=[CH:34][CH:33]=3)=[O:30])=[C:24]2[C:23](=[O:38])N2C=NC(C([O-])=O)=C12, predict the reaction product. The product is: [Si:1]([O:8][CH2:9][CH2:10][NH:11][C:12]1[CH:13]=[CH:14][C:15]([NH:18][C:23]([C:24]2[NH:25][CH:26]=[N:27][C:28]=2[C:29]([O:31][C:32]2[CH:37]=[CH:36][CH:35]=[CH:34][CH:33]=2)=[O:30])=[O:38])=[CH:16][CH:17]=1)([C:4]([CH3:7])([CH3:6])[CH3:5])([CH3:3])[CH3:2]. (5) Given the reactants [OH-].[Na+].C[O:4][C:5](=[O:27])[CH2:6][C:7]1[C:15]2[C:10](=[N:11][CH:12]=[CH:13][CH:14]=2)[N:9]([CH2:16][C:17]2[CH:22]=[CH:21][C:20]([N+:23]([O-:25])=[O:24])=[CH:19][CH:18]=2)[C:8]=1[CH3:26], predict the reaction product. The product is: [CH3:26][C:8]1[N:9]([CH2:16][C:17]2[CH:18]=[CH:19][C:20]([N+:23]([O-:25])=[O:24])=[CH:21][CH:22]=2)[C:10]2=[N:11][CH:12]=[CH:13][CH:14]=[C:15]2[C:7]=1[CH2:6][C:5]([OH:27])=[O:4].